Predict the reactants needed to synthesize the given product. From a dataset of Full USPTO retrosynthesis dataset with 1.9M reactions from patents (1976-2016). Given the product [O:24]=[C:11]1[C:10]2[C:2](=[C:3]([C:4]([OH:6])=[O:5])[CH:7]=[CH:8][CH:9]=2)[O:1][C:13]([C:14]2[CH:19]=[CH:18][CH:17]=[C:16]([C:20]([F:21])([F:22])[F:23])[CH:15]=2)=[CH:12]1, predict the reactants needed to synthesize it. The reactants are: [OH:1][C:2]1[C:10]([C:11](=[O:24])/[CH:12]=[CH:13]/[C:14]2[CH:19]=[CH:18][CH:17]=[C:16]([C:20]([F:23])([F:22])[F:21])[CH:15]=2)=[CH:9][CH:8]=[CH:7][C:3]=1[C:4]([OH:6])=[O:5].CS(C)=O.